The task is: Predict which catalyst facilitates the given reaction.. This data is from Catalyst prediction with 721,799 reactions and 888 catalyst types from USPTO. (1) Reactant: [C:1]1([C:19]2[CH:24]=[CH:23][CH:22]=[CH:21][CH:20]=2)[CH:6]=[CH:5][CH:4]=[C:3]([C:7]2[CH:12]=[N:11][CH:10]=[C:9]3[S:13][C:14](C(O)=O)=[CH:15][C:8]=23)[CH:2]=1.C(N(CC)CC)C. Product: [C:1]1([C:19]2[CH:20]=[CH:21][CH:22]=[CH:23][CH:24]=2)[CH:6]=[CH:5][CH:4]=[C:3]([C:7]2[CH:12]=[N:11][CH:10]=[C:9]3[S:13][CH:14]=[CH:15][C:8]=23)[CH:2]=1. The catalyst class is: 3. (2) Reactant: [C:1]([CH2:3][C:4](=[S:6])[NH2:5])#[N:2].Br[CH2:8][C:9](=O)[CH3:10].C(N(CC)CC)C.CO. Product: [CH3:10][C:9]1[N:5]=[C:4]([CH2:3][C:1]#[N:2])[S:6][CH:8]=1. The catalyst class is: 412. (3) The catalyst class is: 1. Product: [CH2:39]([O:38][C:36]([C:35]1[N:33]=[CH:34][N:6]2[C:7]=1[CH:8]([CH3:18])[N:9]=[C:10]([C:11]1[CH:16]=[CH:15][CH:14]=[CH:13][C:12]=1[F:17])[C:4]1[CH:3]=[C:2]([Br:1])[CH:21]=[CH:20][C:5]2=1)=[O:37])[CH3:40]. Reactant: [Br:1][C:2]1[CH:21]=[CH:20][C:5]2[NH:6][C:7](=O)[CH:8]([CH3:18])[N:9]=[C:10]([C:11]3[CH:16]=[CH:15][CH:14]=[CH:13][C:12]=3[F:17])[C:4]=2[CH:3]=1.[H-].[Na+].P(Cl)(OCC)(OCC)=O.[N+:33]([CH2:35][C:36]([O:38][CH2:39][CH3:40])=[O:37])#[C-:34].[H-].[Na+].C1COCC1. (4) Reactant: [I-].[CH2:2]([N+:6]1([CH:12]2[CH2:17][CH:16]([CH3:18])[CH2:15][C:14]([CH3:20])([CH3:19])[CH2:13]2)[CH2:11][CH2:10][CH2:9][CH2:8][CH2:7]1)[CH2:3][CH2:4][CH3:5].[OH-:21]. Product: [OH-:21].[CH2:2]([N+:6]1([CH:12]2[CH2:17][CH:16]([CH3:18])[CH2:15][C:14]([CH3:19])([CH3:20])[CH2:13]2)[CH2:11][CH2:10][CH2:9][CH2:8][CH2:7]1)[CH2:3][CH2:4][CH3:5]. The catalyst class is: 6. (5) Reactant: [F:1][C:2]1[CH:7]=[CH:6][C:5]([C:8]([C:10]2[CH:11]=[N:12][CH:13]=[C:14]([C@@H:16]3[CH2:20][CH2:19][CH2:18][NH:17]3)[CH:15]=2)=[O:9])=[CH:4][CH:3]=1.[C:21]([O:25][C:26]([NH:28][C@@H:29]([CH2:33][C:34]1[CH:39]=[CH:38][C:37]([NH:40][C:41]([O:43][CH2:44][CH:45]2[C:57]3[CH:56]=[CH:55][CH:54]=[CH:53][C:52]=3[C:51]3[C:46]2=[CH:47][CH:48]=[CH:49][CH:50]=3)=[O:42])=[CH:36][CH:35]=1)[C:30](O)=[O:31])=[O:27])([CH3:24])([CH3:23])[CH3:22].C(N(C(C)C)C(C)C)C.N1(O)C2C=CC=CC=2N=N1. Product: [CH:47]1[C:46]2[CH:45]([CH2:44][O:43][C:41](=[O:42])[NH:40][C:37]3[CH:38]=[CH:39][C:34]([CH2:33][C@H:29]([NH:28][C:26]([O:25][C:21]([CH3:23])([CH3:22])[CH3:24])=[O:27])[C:30]([N:17]4[CH2:18][CH2:19][CH2:20][C@H:16]4[C:14]4[CH:13]=[N:12][CH:11]=[C:10]([C:8](=[O:9])[C:5]5[CH:4]=[CH:3][C:2]([F:1])=[CH:7][CH:6]=5)[CH:15]=4)=[O:31])=[CH:35][CH:36]=3)[C:57]3[C:52](=[CH:53][CH:54]=[CH:55][CH:56]=3)[C:51]=2[CH:50]=[CH:49][CH:48]=1. The catalyst class is: 39. (6) Reactant: P(Cl)(Cl)(Cl)=O.[CH3:6][N:7]([CH3:10])C=O.[Cl:11][C:12]1[CH:20]=[C:19]2[C:15]([CH2:16][C:17](=[O:21])N2)=C[CH:13]=1.C(Cl)(=O)C([Cl:25])=O. Product: [Cl:25][C:10]1[NH:7][C:6]2[C:15]([C:16]=1[CH:17]=[O:21])=[CH:19][CH:20]=[C:12]([Cl:11])[CH:13]=2. The catalyst class is: 46. (7) Reactant: [N:1]1([CH2:6][CH2:7][NH:8][C:9]([C:11]2[C:15]3[CH:16]=[N:17][C:18](Cl)=[CH:19][C:14]=3[N:13]([CH:21]([CH3:23])[CH3:22])[CH:12]=2)=[O:10])[CH:5]=[CH:4][N:3]=[CH:2]1.[CH3:24][O:25][CH:26]1[CH2:31][CH2:30][N:29]([C:32]2[N:37]=[C:36]([NH2:38])[CH:35]=[CH:34][N:33]=2)[CH2:28][CH2:27]1.CC1(C)C2C(=C(P(C3C=CC=CC=3)C3C=CC=CC=3)C=CC=2)OC2C(P(C3C=CC=CC=3)C3C=CC=CC=3)=CC=CC1=2.C(Cl)(Cl)Cl.C([O-])([O-])=O.[Cs+].[Cs+]. Product: [N:1]1([CH2:6][CH2:7][NH:8][C:9]([C:11]2[C:15]3[CH:16]=[N:17][C:18]([NH:38][C:36]4[CH:35]=[CH:34][N:33]=[C:32]([N:29]5[CH2:28][CH2:27][CH:26]([O:25][CH3:24])[CH2:31][CH2:30]5)[N:37]=4)=[CH:19][C:14]=3[N:13]([CH:21]([CH3:23])[CH3:22])[CH:12]=2)=[O:10])[CH:5]=[CH:4][N:3]=[CH:2]1. The catalyst class is: 62. (8) The catalyst class is: 91. Reactant: [C:1]([NH:8][C:9]1[CH:14]=[CH:13][C:12]([NH2:15])=[CH:11][CH:10]=1)([O:3][C:4]([CH3:7])([CH3:6])[CH3:5])=[O:2].C(N(CC)C(C)C)(C)C.Br[CH2:26][C:27]([O:29][CH2:30][CH3:31])=[O:28]. Product: [C:4]([O:3][C:1]([NH:8][C:9]1[CH:10]=[CH:11][C:12]([NH:15][CH2:26][C:27]([O:29][CH2:30][CH3:31])=[O:28])=[CH:13][CH:14]=1)=[O:2])([CH3:7])([CH3:6])[CH3:5]. (9) Reactant: [Br:1][C:2]1[CH:8]=[C:7]([F:9])[CH:6]=[CH:5][C:3]=1[NH2:4].N1C=CC=CC=1.[CH3:16][S:17](Cl)(=[O:19])=[O:18].O. Product: [Br:1][C:2]1[CH:8]=[C:7]([F:9])[CH:6]=[CH:5][C:3]=1[NH:4][S:17]([CH3:16])(=[O:19])=[O:18]. The catalyst class is: 2. (10) The catalyst class is: 41. Reactant: C(O[CH:4](OCC)[CH2:5][Br:6])C.Br.[Br:11][C:12]1[C:13]([NH2:19])=[N:14][C:15](Br)=[CH:16][N:17]=1. Product: [Br:11][C:12]1[N:17]2[CH:16]=[CH:15][N:14]=[C:4]2[C:5]([Br:6])=[N:19][CH:13]=1.